From a dataset of hERG potassium channel inhibition data for cardiac toxicity prediction from Karim et al.. Regression/Classification. Given a drug SMILES string, predict its toxicity properties. Task type varies by dataset: regression for continuous values (e.g., LD50, hERG inhibition percentage) or binary classification for toxic/non-toxic outcomes (e.g., AMES mutagenicity, cardiotoxicity, hepatotoxicity). Dataset: herg_karim. (1) The drug is Nc1ccc(-c2cccs2)cc1NC(=O)c1ccc(N2CCC3(CCNC3=O)CC2)nc1. The result is 0 (non-blocker). (2) The drug is Cc1cc2ncn(Cc3ccc(Cl)cc3)c2cc1C. The result is 1 (blocker).